This data is from Reaction yield outcomes from USPTO patents with 853,638 reactions. The task is: Predict the reaction yield, written as a fraction of the theoretical maximum amount of product (1.0 means a 100% yield; for example, 0.34 means a 34% yield). (1) The product is [F:8][C:7]1[C:2]([NH:25][CH2:26][C@@H:27]([C:39]([O:41][C:42]([CH3:45])([CH3:44])[CH3:43])=[O:40])[NH:28][C:29]([O:31][CH2:32][C:33]2[CH:38]=[CH:37][CH:36]=[CH:35][CH:34]=2)=[O:30])=[N:3][CH:4]=[N:5][C:6]=1[N:9]1[CH2:14][CH2:13][CH:12]([C:15]2[N:24]=[C:23]3[C:18]([CH2:19][CH2:20][CH2:21][NH:22]3)=[CH:17][CH:16]=2)[CH2:11][CH2:10]1. The reactants are Br[C:2]1[C:7]([F:8])=[C:6]([N:9]2[CH2:14][CH2:13][CH:12]([C:15]3[N:24]=[C:23]4[C:18]([CH2:19][CH2:20][CH2:21][NH:22]4)=[CH:17][CH:16]=3)[CH2:11][CH2:10]2)[N:5]=[CH:4][N:3]=1.[NH2:25][CH2:26][C@@H:27]([C:39]([O:41][C:42]([CH3:45])([CH3:44])[CH3:43])=[O:40])[NH:28][C:29]([O:31][CH2:32][C:33]1[CH:38]=[CH:37][CH:36]=[CH:35][CH:34]=1)=[O:30].[F-].[Cs+].C1(P(C2C=CC=CC=2)C2C=CC3C(=CC=CC=3)C=2C2C3C(=CC=CC=3)C=CC=2P(C2C=CC=CC=2)C2C=CC=CC=2)C=CC=CC=1. The yield is 0.700. The catalyst is O1CCOCC1.C1C=CC(/C=C/C(/C=C/C2C=CC=CC=2)=O)=CC=1.C1C=CC(/C=C/C(/C=C/C2C=CC=CC=2)=O)=CC=1.C1C=CC(/C=C/C(/C=C/C2C=CC=CC=2)=O)=CC=1.[Pd].[Pd]. (2) The reactants are [Cl:1][C:2]1[CH:7]=[C:6]([C:8]2[CH:13]=[CH:12]N=[C:10](Cl)[CH:9]=2)[CH:5]=[C:4]([Cl:15])[C:3]=1[S:16]([NH:19][C:20]1[C:21]([CH3:27])=[N:22][N:23]([CH3:26])[C:24]=1[CH3:25])(=[O:18])=[O:17].[CH:28]([C:30]1C=CC(B(O)O)=CC=1)=[O:29].P([O-])([O-])([O-])=O.[K+].[K+].[K+].C(Cl)Cl. The catalyst is O=O.C1C=CC(P(C2C=CC=CC=2)[C-]2C=CC=C2)=CC=1.C1C=CC(P(C2C=CC=CC=2)[C-]2C=CC=C2)=CC=1.Cl[Pd]Cl.[Fe+2].O. The product is [CH3:26][N:23]1[C:24]([CH3:25])=[C:20]([NH:19][S:16]([C:3]2[C:4]([Cl:15])=[CH:5][C:6]([C:8]3[CH:13]=[CH:12][C:30]([CH:28]=[O:29])=[CH:10][CH:9]=3)=[CH:7][C:2]=2[Cl:1])(=[O:17])=[O:18])[C:21]([CH3:27])=[N:22]1. The yield is 0.750. (3) The reactants are [CH3:1][N:2]([CH3:26])[CH2:3][C:4]1([C:10]2[CH:15]=[CH:14][C:13]([O:16][CH2:17][CH2:18][CH2:19][N:20]3[CH2:25][CH2:24][S:23][CH2:22][CH2:21]3)=[CH:12][CH:11]=2)[CH2:9][CH2:8][O:7][CH2:6][CH2:5]1.C(O)(C(F)(F)F)=[O:28].FC(F)(F)C(OO)=O.OO.[OH-].[Na+]. The catalyst is C(Cl)Cl. The product is [CH3:26][N:2]([CH3:1])[CH2:3][C:4]1([C:10]2[CH:11]=[CH:12][C:13]([O:16][CH2:17][CH2:18][CH2:19][N:20]3[CH2:21][CH2:22][S:23](=[O:28])[CH2:24][CH2:25]3)=[CH:14][CH:15]=2)[CH2:5][CH2:6][O:7][CH2:8][CH2:9]1. The yield is 0.610.